This data is from Forward reaction prediction with 1.9M reactions from USPTO patents (1976-2016). The task is: Predict the product of the given reaction. (1) Given the reactants Cl[C:2]1[CH:7]=[N:6][CH:5]=[C:4]([Cl:8])[N:3]=1.[CH:9]([S:12]([C:15]1[CH:20]=[CH:19][C:18](B(O)O)=[CH:17][CH:16]=1)(=[O:14])=[O:13])([CH3:11])[CH3:10].C([O-])([O-])=O.[Na+].[Na+], predict the reaction product. The product is: [Cl:8][C:4]1[CH:5]=[N:6][CH:7]=[C:2]([C:18]2[CH:17]=[CH:16][C:15]([S:12]([CH:9]([CH3:11])[CH3:10])(=[O:14])=[O:13])=[CH:20][CH:19]=2)[N:3]=1. (2) Given the reactants F[C:2]1[CH:3]=[CH:4][C:5]2[N:9]=[C:8]([C:10]3[CH:11]=[N:12][C:13]([F:16])=[CH:14][CH:15]=3)[NH:7][C:6]=2[CH:17]=1.[Cl:18]C1C=C(N)C(N)=CC=1, predict the reaction product. The product is: [Cl:18][C:2]1[CH:3]=[CH:4][C:5]2[NH:9][C:8]([C:10]3[CH:11]=[N:12][C:13]([F:16])=[CH:14][CH:15]=3)=[N:7][C:6]=2[CH:17]=1. (3) Given the reactants [CH2:1]([O:3][C:4]([C@@:6]1([NH:11]C(OC(C)(C)C)=O)[CH2:8][C@H:7]1[CH:9]=[CH2:10])=[O:5])[CH3:2].[K+].[K+].N(C([O-])=O)=NC([O-])=O.C(O)(=O)C, predict the reaction product. The product is: [CH2:1]([O:3][C:4]([C@@:6]1([NH2:11])[CH2:8][C@H:7]1[CH2:9][CH3:10])=[O:5])[CH3:2]. (4) Given the reactants [NH2:1][C:2]1[N:7]=[CH:6][N:5]=[C:4]([C:8]2[N:12](S(C3C=CC=CC=3)(=O)=O)[C:11]([C:22]3[CH:27]=[C:26]([Cl:28])[CH:25]=[CH:24][C:23]=3[CH2:29][CH3:30])=[C:10]([C:31]#[N:32])[CH:9]=2)[CH:3]=1.O[Li].O, predict the reaction product. The product is: [NH2:1][C:2]1[N:7]=[CH:6][N:5]=[C:4]([C:8]2[NH:12][C:11]([C:22]3[CH:27]=[C:26]([Cl:28])[CH:25]=[CH:24][C:23]=3[CH2:29][CH3:30])=[C:10]([C:31]#[N:32])[CH:9]=2)[CH:3]=1. (5) Given the reactants C(NC(C)C)(C)C.O1CCCC1.C([N-]C(C)C)(C)C.[Li+].[C:21]([O:25][CH2:26][C:27]1[CH:32]=[CH:31][CH:30]=[CH:29][CH:28]=1)(=[O:24])[CH2:22][CH3:23].[CH3:33][CH:34]([CH3:47])[C:35](=[O:46])[C:36]([O:38][CH2:39][C:40]1[CH:45]=[CH:44][CH:43]=[CH:42][CH:41]=1)=[O:37], predict the reaction product. The product is: [CH:34]([C:35]([OH:46])([CH:22]([CH3:23])[C:21]([O:25][CH2:26][C:27]1[CH:32]=[CH:31][CH:30]=[CH:29][CH:28]=1)=[O:24])[C:36]([O:38][CH2:39][C:40]1[CH:45]=[CH:44][CH:43]=[CH:42][CH:41]=1)=[O:37])([CH3:47])[CH3:33]. (6) Given the reactants CC(C)=O.[CH:5]([C:8]1[CH:13]=[CH:12][C:11]([OH:14])=[CH:10][CH:9]=1)([CH3:7])[CH3:6].[C:15]([O:19][C:20](O[C:20]([O:19][C:15]([CH3:18])([CH3:17])[CH3:16])=[O:21])=[O:21])([CH3:18])([CH3:17])[CH3:16].[OH-].[K+], predict the reaction product. The product is: [C:15]([O:19][C:20]([O:14][C:11]1[CH:12]=[CH:13][C:8]([CH:5]([CH3:7])[CH3:6])=[CH:9][CH:10]=1)=[O:21])([CH3:18])([CH3:17])[CH3:16]. (7) Given the reactants [NH2:1]C1C(Cl)=C(C=CC=1)C(N)=O.[Br:12][C:13]1[C:14]([Cl:23])=[C:15]([C:19]([F:22])=[CH:20][CH:21]=1)[C:16](O)=[O:17], predict the reaction product. The product is: [Br:12][C:13]1[C:14]([Cl:23])=[C:15]([C:19]([F:22])=[CH:20][CH:21]=1)[C:16]([NH2:1])=[O:17]. (8) Given the reactants C(O[C:4](=[O:17])[C:5]([N:7]([CH3:16])[CH2:8][C:9]([O:11][C:12]([CH3:15])([CH3:14])[CH3:13])=[O:10])=[O:6])C.[F:18][C:19]1[CH:32]=[CH:31][C:22]([CH2:23][N:24]2[CH2:29][CH2:28][CH:27]=[CH:26][C:25]2=[O:30])=[CH:21][CH:20]=1.[Li+].C[Si]([N-][Si](C)(C)C)(C)C, predict the reaction product. The product is: [C:12]([O:11][C:9]([CH:8]1[N:7]([CH3:16])[C:5](=[O:6])[C:4]([OH:17])=[C:26]2[CH:27]1[CH2:28][CH2:29][N:24]([CH2:23][C:22]1[CH:21]=[CH:20][C:19]([F:18])=[CH:32][CH:31]=1)[C:25]2=[O:30])=[O:10])([CH3:13])([CH3:14])[CH3:15]. (9) Given the reactants C(N)(C)(C)C.[Br:6]Br.[CH3:8][O:9][C:10](=[O:19])[CH2:11][C:12]1[CH:17]=[CH:16][CH:15]=[C:14]([OH:18])[CH:13]=1.Cl, predict the reaction product. The product is: [CH3:8][O:9][C:10](=[O:19])[CH2:11][C:12]1[CH:17]=[CH:16][C:15]([Br:6])=[C:14]([OH:18])[CH:13]=1. (10) Given the reactants [CH2:1]([N:3]1[C:8](=[O:9])[C:7]([C:10]2[CH:15]=[CH:14][C:13]([OH:16])=[C:12]([F:17])[CH:11]=2)=[CH:6][N:5]=[C:4]1[NH:18][C:19]1[CH:24]=[CH:23][CH:22]=[CH:21][CH:20]=1)[CH3:2].Cl[C:26]1[C:35]2[C:30](=[CH:31][C:32]([O:38][CH2:39][CH2:40][CH2:41][N:42]3[CH2:47][CH2:46][O:45][CH2:44][CH2:43]3)=[C:33]([O:36][CH3:37])[CH:34]=2)[N:29]=[CH:28][CH:27]=1, predict the reaction product. The product is: [CH2:1]([N:3]1[C:8](=[O:9])[C:7]([C:10]2[CH:15]=[CH:14][C:13]([O:16][C:26]3[C:35]4[C:30](=[CH:31][C:32]([O:38][CH2:39][CH2:40][CH2:41][N:42]5[CH2:43][CH2:44][O:45][CH2:46][CH2:47]5)=[C:33]([O:36][CH3:37])[CH:34]=4)[N:29]=[CH:28][CH:27]=3)=[C:12]([F:17])[CH:11]=2)=[CH:6][N:5]=[C:4]1[NH:18][C:19]1[CH:24]=[CH:23][CH:22]=[CH:21][CH:20]=1)[CH3:2].